From a dataset of Forward reaction prediction with 1.9M reactions from USPTO patents (1976-2016). Predict the product of the given reaction. (1) Given the reactants [NH2:1][C:2]1[CH:7]=[CH:6][CH:5]=[CH:4][C:3]=1[OH:8].CN(C)C=O.I[CH:15]([CH3:17])[CH3:16], predict the reaction product. The product is: [CH:15]([NH:1][C:2]1[CH:7]=[CH:6][CH:5]=[CH:4][C:3]=1[OH:8])([CH3:17])[CH3:16]. (2) Given the reactants [Cl:1][C:2]1[C:3]([F:37])=[C:4]([C:8]2[O:9][C:10]([C@@H:27]3[CH2:32][CH2:31][CH2:30][CH2:29][C@H:28]3[C:33]([O:35]C)=[O:34])=[C:11]([C:13]3[CH:18]=[CH:17][C:16]([N:19]4[CH2:24][CH2:23][S:22](=[O:26])(=[O:25])[CH2:21][CH2:20]4)=[CH:15][CH:14]=3)[N:12]=2)[CH:5]=[CH:6][CH:7]=1.[OH-].[Na+].CO, predict the reaction product. The product is: [Cl:1][C:2]1[C:3]([F:37])=[C:4]([C:8]2[O:9][C:10]([C@@H:27]3[CH2:32][CH2:31][CH2:30][CH2:29][C@H:28]3[C:33]([OH:35])=[O:34])=[C:11]([C:13]3[CH:14]=[CH:15][C:16]([N:19]4[CH2:24][CH2:23][S:22](=[O:25])(=[O:26])[CH2:21][CH2:20]4)=[CH:17][CH:18]=3)[N:12]=2)[CH:5]=[CH:6][CH:7]=1. (3) Given the reactants [Br:1][C:2]1[C:11]2[C:6](=[CH:7][C:8]([CH2:12]Br)=[CH:9][CH:10]=2)[CH:5]=[CH:4][C:3]=1[I:14].[CH2:15]([O:17][P:18]([O:22]CC)[O:19][CH2:20][CH3:21])[CH3:16], predict the reaction product. The product is: [Br:1][C:2]1[C:3]([I:14])=[CH:4][CH:5]=[C:6]2[C:11]=1[CH:10]=[CH:9][C:8]([CH2:12][P:18](=[O:22])([O:19][CH2:20][CH3:21])[O:17][CH2:15][CH3:16])=[CH:7]2. (4) The product is: [C:1]([NH:4][C:5]1[S:6][C:7]2[C:13]3[N:14]([C:20]4[CH:25]=[CH:24][C:23]([CH2:26][C:27]([NH2:32])=[O:29])=[CH:22][C:21]=4[Cl:30])[N:15]=[C:16]([CH:17]4[CH2:18][CH2:19]4)[C:12]=3[CH2:11][CH2:10][C:8]=2[N:9]=1)(=[O:3])[CH3:2]. Given the reactants [C:1]([NH:4][C:5]1[S:6][C:7]2[C:13]3[N:14]([C:20]4[CH:25]=[CH:24][C:23]([CH2:26][C:27]([OH:29])=O)=[CH:22][C:21]=4[Cl:30])[N:15]=[C:16]([CH:17]4[CH2:19][CH2:18]4)[C:12]=3[CH2:11][CH2:10][C:8]=2[N:9]=1)(=[O:3])[CH3:2].C[N:32](C(ON1N=NC2C=CC=NC1=2)=[N+](C)C)C.F[P-](F)(F)(F)(F)F.C(N(CC)CC)C.N, predict the reaction product. (5) The product is: [Br:15][C:12]1[CH:13]=[C:14]2[C:9](=[CH:10][CH:11]=1)[N:8]([S:16]([C:19]1[CH:20]=[CH:21][C:22]([O:25][CH3:26])=[CH:23][CH:24]=1)(=[O:17])=[O:18])[CH:7]=[C:6]2[O:5][CH2:4][C:3]([OH:27])=[O:2]. Given the reactants C[O:2][C:3](=[O:27])[CH2:4][O:5][C:6]1[C:14]2[C:9](=[CH:10][CH:11]=[C:12]([Br:15])[CH:13]=2)[N:8]([S:16]([C:19]2[CH:24]=[CH:23][C:22]([O:25][CH3:26])=[CH:21][CH:20]=2)(=[O:18])=[O:17])[CH:7]=1.[OH-].[Li+].C(OCC)(=O)C.Cl, predict the reaction product. (6) The product is: [OH:18][C:2]1[CH:3]=[C:4]([CH:8]=[C:9]([S:11]([F:16])([F:15])([F:14])([F:13])[F:12])[CH:10]=1)[C:5]([OH:7])=[O:6]. Given the reactants N[C:2]1[CH:3]=[C:4]([CH:8]=[C:9]([S:11]([F:16])([F:15])([F:14])([F:13])[F:12])[CH:10]=1)[C:5]([OH:7])=[O:6].N([O-])=[O:18].[Na+], predict the reaction product. (7) Given the reactants [C:1]1(=[O:8])[CH2:7][CH2:6][CH2:5][CH2:4][CH2:3][CH2:2]1.C[O-].[Na+].[CH:12](OCC)=[O:13].Cl, predict the reaction product. The product is: [OH:13][CH:12]=[C:2]1[CH2:3][CH2:4][CH2:5][CH2:6][CH2:7][C:1]1=[O:8]. (8) The product is: [C:32]([O:36][C:37]([N:39]1[CH2:43][C@H:42]([O:44][C:45]2[C:54]3[C:49](=[CH:50][C:51]([O:55][CH3:56])=[CH:52][CH:53]=3)[N:48]=[C:47]([C:57]3[N:58]=[C:59]([NH:62][CH:63]([CH3:64])[CH3:65])[S:60][CH:61]=3)[CH:46]=2)[CH2:41][C@H:40]1[C:66](=[O:67])[NH:27][C@:22]1([C:20]([NH:19][S:18]([C:13]2[CH:14]=[CH:15][CH:16]=[CH:17][C:12]=2[NH:11][C:10](=[O:30])[CH2:9][CH2:8][CH2:7][CH2:6][CH2:5][CH2:4][C:3]([O:2][CH3:1])=[O:31])(=[O:29])=[O:28])=[O:21])[CH2:24][C@H:23]1[CH:25]=[CH2:26])=[O:38])([CH3:35])([CH3:33])[CH3:34]. Given the reactants [CH3:1][O:2][C:3](=[O:31])[CH2:4][CH2:5][CH2:6][CH2:7][CH2:8][CH2:9][C:10](=[O:30])[NH:11][C:12]1[CH:17]=[CH:16][CH:15]=[CH:14][C:13]=1[S:18](=[O:29])(=[O:28])[NH:19][C:20]([C@@:22]1([NH2:27])[CH2:24][C@H:23]1[CH:25]=[CH2:26])=[O:21].[C:32]([O:36][C:37]([N:39]1[CH2:43][C@H:42]([O:44][C:45]2[C:54]3[C:49](=[CH:50][C:51]([O:55][CH3:56])=[CH:52][CH:53]=3)[N:48]=[C:47]([C:57]3[N:58]=[C:59]([NH:62][CH:63]([CH3:65])[CH3:64])[S:60][CH:61]=3)[CH:46]=2)[CH2:41][C@H:40]1[C:66](O)=[O:67])=[O:38])([CH3:35])([CH3:34])[CH3:33].CN(C(ON1N=NC2C=CC=CC1=2)=[N+](C)C)C.F[P-](F)(F)(F)(F)F.CCN(C(C)C)C(C)C, predict the reaction product.